From a dataset of Reaction yield outcomes from USPTO patents with 853,638 reactions. Predict the reaction yield, written as a fraction of the theoretical maximum amount of product (1.0 means a 100% yield; for example, 0.34 means a 34% yield). (1) The reactants are [Cl:1][C:2]1[C:3]([O:12][C:13]2[CH:18]=[C:17]([O:19][CH2:20][CH2:21][C:22]([OH:25])([CH3:24])[CH3:23])[CH:16]=[CH:15][C:14]=2/[CH:26]=[CH:27]/[C:28]([OH:30])=O)=[N:4][CH:5]=[C:6]([C:8]([F:11])([F:10])[F:9])[CH:7]=1.Cl.C(N=C=NCCCN(C)C)C.[CH2:43]([S:48]([NH2:51])(=[O:50])=[O:49])[CH2:44][CH2:45][CH2:46][CH3:47].Cl. The catalyst is C(#N)C.CN(C)C1C=CN=CC=1.C(OCC)(=O)C. The product is [Cl:1][C:2]1[C:3]([O:12][C:13]2[CH:18]=[C:17]([O:19][CH2:20][CH2:21][C:22]([OH:25])([CH3:23])[CH3:24])[CH:16]=[CH:15][C:14]=2/[CH:26]=[CH:27]/[C:28]([NH:51][S:48]([CH2:43][CH2:44][CH2:45][CH2:46][CH3:47])(=[O:50])=[O:49])=[O:30])=[N:4][CH:5]=[C:6]([C:8]([F:9])([F:11])[F:10])[CH:7]=1. The yield is 0.420. (2) The reactants are [N:1]1[CH:6]=[CH:5][CH:4]=[CH:3][C:2]=1[C:7]1[N:8]=[C:9]([NH:12][C:13](=[O:21])OC2C=CC=CC=2)[S:10][CH:11]=1.C(N(C(C)C)CC)(C)C.[C:31]1([N:37]2[CH2:41][C:40]3([CH2:46][CH2:45][NH:44][CH2:43][CH2:42]3)[O:39][C:38]2=[O:47])[CH:36]=[CH:35][CH:34]=[CH:33][CH:32]=1. The catalyst is CC#N. The product is [O:47]=[C:38]1[N:37]([C:31]2[CH:36]=[CH:35][CH:34]=[CH:33][CH:32]=2)[CH2:41][C:40]2([CH2:46][CH2:45][N:44]([C:13]([NH:12][C:9]3[S:10][CH:11]=[C:7]([C:2]4[CH:3]=[CH:4][CH:5]=[CH:6][N:1]=4)[N:8]=3)=[O:21])[CH2:43][CH2:42]2)[O:39]1. The yield is 0.720. (3) The product is [F:2][C:3]1[CH:12]=[CH:11][C:10]([OH:13])=[C:9]2[C:4]=1[C:5](=[O:25])[C:6]([C:17]1[CH:22]=[CH:21][C:20]([O:23][CH3:24])=[CH:19][CH:18]=1)=[CH:7][NH:8]2. The reactants are Cl.[F:2][C:3]1[CH:12]=[CH:11][C:10]([O:13]COC)=[C:9]2[C:4]=1[C:5](=[O:25])[C:6]([C:17]1[CH:22]=[CH:21][C:20]([O:23][CH3:24])=[CH:19][CH:18]=1)=[CH:7][NH:8]2.O.[Na]. The yield is 0.540. The catalyst is C(O)C.